Predict the reactants needed to synthesize the given product. From a dataset of Full USPTO retrosynthesis dataset with 1.9M reactions from patents (1976-2016). The reactants are: [NH2:1][C:2]1[N:7]=[C:6]([NH:8][CH2:9][CH2:10][NH:11]C(=O)OC(C)(C)C)[CH:5]=[C:4]([C:19]2[CH:24]=[CH:23][CH:22]=[C:21]([CH3:25])[C:20]=2[CH3:26])[N:3]=1. Given the product [NH2:11][CH2:10][CH2:9][NH:8][C:6]1[CH:5]=[C:4]([C:19]2[CH:24]=[CH:23][CH:22]=[C:21]([CH3:25])[C:20]=2[CH3:26])[N:3]=[C:2]([NH2:1])[N:7]=1, predict the reactants needed to synthesize it.